Task: Predict the reactants needed to synthesize the given product.. Dataset: Full USPTO retrosynthesis dataset with 1.9M reactions from patents (1976-2016) (1) Given the product [Br:3][C:4]1[CH:5]=[CH:6][C:7]([C:10]2([CH3:17])[CH2:14][CH2:13][N:12]([CH3:15])[C:11]2=[O:16])=[N:8][CH:9]=1, predict the reactants needed to synthesize it. The reactants are: [H-].[Na+].[Br:3][C:4]1[CH:5]=[CH:6][C:7]([CH:10]2[CH2:14][CH2:13][N:12]([CH3:15])[C:11]2=[O:16])=[N:8][CH:9]=1.[CH3:17]I.O. (2) Given the product [CH2:1]([O:8][C:9]1[N:14]=[N:13][C:12]([NH:15][C:17](=[O:18])[O:19][C:20]2[CH:25]=[CH:24][CH:23]=[CH:22][CH:21]=2)=[CH:11][CH:10]=1)[C:2]1[CH:7]=[CH:6][CH:5]=[CH:4][CH:3]=1, predict the reactants needed to synthesize it. The reactants are: [CH2:1]([O:8][C:9]1[N:14]=[N:13][C:12]([NH2:15])=[CH:11][CH:10]=1)[C:2]1[CH:7]=[CH:6][CH:5]=[CH:4][CH:3]=1.Cl[C:17]([O:19][C:20]1[CH:25]=[CH:24][CH:23]=[CH:22][CH:21]=1)=[O:18]. (3) Given the product [CH3:21][O:20][C:13]1[C:14]([O:18][CH3:19])=[CH:15][CH:16]=[CH:17][C:12]=1[CH2:11][CH:10]=[O:9], predict the reactants needed to synthesize it. The reactants are: ClC(Cl)(Cl)C(O)=O.C[O:9][CH:10]=[CH:11][C:12]1[CH:17]=[CH:16][CH:15]=[C:14]([O:18][CH3:19])[C:13]=1[O:20][CH3:21].